The task is: Regression/Classification. Given a drug SMILES string, predict its toxicity properties. Task type varies by dataset: regression for continuous values (e.g., LD50, hERG inhibition percentage) or binary classification for toxic/non-toxic outcomes (e.g., AMES mutagenicity, cardiotoxicity, hepatotoxicity). Dataset: herg_karim.. This data is from hERG potassium channel inhibition data for cardiac toxicity prediction from Karim et al.. (1) The compound is CCn1cc([C@@]2(c3nnc(S)o3)N[C@@H](c3nc(-c4ccc(F)cn4)c[nH]3)Cc3c2[nH]c2ccccc32)cn1. The result is 0 (non-blocker). (2) The drug is CC(C)N1CCN(C(=O)N2CCC(Cc3ccccc3)CC2)CC1. The result is 0 (non-blocker). (3) The molecule is CNC(=O)c1cc(-c2ccc3c(N4CCOC[C@H]4C)nc(N4CCOC[C@H]4C)nc3n2)ccc1OC. The result is 0 (non-blocker). (4) The molecule is CS(=O)(=O)C1(c2nc(-c3cccc4[nH]ccc34)nc3c2OC[C@@H]2COCCN32)CCOCC1. The result is 0 (non-blocker). (5) The molecule is N#Cc1ccc(Cn2cncc2C[N+](CC[N+]2CCOCC2)C2CCN(Cc3cccc(Cl)c3)C2=O)cc1. The result is 1 (blocker).